This data is from Forward reaction prediction with 1.9M reactions from USPTO patents (1976-2016). The task is: Predict the product of the given reaction. (1) Given the reactants [Cl:1][C:2]1[CH:7]=[C:6](I)[C:5]([F:9])=[CH:4][N:3]=1.[CH:10]1([C:13]2[N:14]=[CH:15][NH:16][CH:17]=2)[CH2:12][CH2:11]1.OC1C=CC=C2C=1N=CC=C2.C(=O)([O-])[O-].[Cs+].[Cs+], predict the reaction product. The product is: [Cl:1][C:2]1[CH:7]=[C:6]([N:16]2[CH:17]=[C:13]([CH:10]3[CH2:12][CH2:11]3)[N:14]=[CH:15]2)[C:5]([F:9])=[CH:4][N:3]=1. (2) Given the reactants [C:1](Cl)(=[O:8])[C:2]1[CH:7]=[CH:6][CH:5]=[CH:4][CH:3]=1.COCCOC[N:16]1[C:20]2[CH:21]=[CH:22][C:23]([NH2:33])=[C:24]3[C:25](=[O:32])[C:26]4[C:31]([C:18]([C:19]=23)=[N:17]1)=[CH:30][CH:29]=[CH:28][CH:27]=4.C(N(CC)CC)C.Cl, predict the reaction product. The product is: [C:1]([NH:33][C:23]1[CH:22]=[CH:21][C:20]2[NH:16][N:17]=[C:18]3[C:31]4[C:26](=[CH:27][CH:28]=[CH:29][CH:30]=4)[C:25](=[O:32])[C:24]=1[C:19]=23)(=[O:8])[C:2]1[CH:7]=[CH:6][CH:5]=[CH:4][CH:3]=1. (3) Given the reactants [CH3:1][C:2]1[N:7]=[CH:6][C:5]([O:8][C:9]2[CH:14]=[CH:13][C:12]([NH:15][C:16]3[C:25]4[C:20](=[CH:21][CH:22]=[C:23]([C:26]5[O:30][C:29]([CH:31]=O)=[CH:28][CH:27]=5)[CH:24]=4)[N:19]=[CH:18][N:17]=3)=[CH:11][C:10]=2[CH3:33])=[CH:4][CH:3]=1.Cl.[CH3:35][P:36]1(=O)[CH2:41][CH2:40][NH:39][CH2:38][CH2:37]1.CCN(C(C)C)C(C)C.C(O[BH-](OC(=O)C)OC(=O)C)(=O)C.[Na+], predict the reaction product. The product is: [CH3:1][C:2]1[N:7]=[CH:6][C:5]([O:8][C:9]2[CH:14]=[CH:13][C:12]([NH:15][C:16]3[C:25]4[C:20](=[CH:21][CH:22]=[C:23]([C:26]5[O:30][C:29]([CH2:31][N:39]6[CH2:40][CH2:41][P:36]([CH3:35])[CH2:37][CH2:38]6)=[CH:28][CH:27]=5)[CH:24]=4)[N:19]=[CH:18][N:17]=3)=[CH:11][C:10]=2[CH3:33])=[CH:4][CH:3]=1. (4) Given the reactants [C:1]([O:5][C:6]([N:8]1[CH2:13][CH2:12][NH:11][CH2:10][CH2:9]1)=[O:7])([CH3:4])([CH3:3])[CH3:2].[CH2:14]([O:16][C:17](=[O:25])[C:18]1[CH:23]=[CH:22][C:21](F)=[CH:20][CH:19]=1)[CH3:15].C(=O)([O-])[O-].[K+].[K+].O, predict the reaction product. The product is: [C:1]([O:5][C:6]([N:8]1[CH2:13][CH2:12][N:11]([C:21]2[CH:22]=[CH:23][C:18]([C:17]([O:16][CH2:14][CH3:15])=[O:25])=[CH:19][CH:20]=2)[CH2:10][CH2:9]1)=[O:7])([CH3:4])([CH3:2])[CH3:3].